From a dataset of Catalyst prediction with 721,799 reactions and 888 catalyst types from USPTO. Predict which catalyst facilitates the given reaction. (1) Reactant: [OH:1][N:2]1C(=O)C2=CC=CC=C2C1=O.[Cl:13][CH2:14][C:15]1[N:16]=[C:17]([CH3:20])[S:18][CH:19]=1.C(N(CC)CC)C. Product: [ClH:13].[CH3:20][C:17]1[S:18][CH:19]=[C:15]([CH2:14][O:1][NH2:2])[N:16]=1. The catalyst class is: 3. (2) Reactant: [Cl:1][C:2]1[CH:9]=[CH:8][C:5]([C:6]#[N:7])=[C:4](F)[CH:3]=1.[OH:11][C:12]1[CH:19]=[CH:18][C:15]([CH:16]=[O:17])=[C:14]([O:20][CH3:21])[CH:13]=1.C(=O)([O-])[O-].[Cs+].[Cs+].O. Product: [Cl:1][C:2]1[CH:9]=[CH:8][C:5]([C:6]#[N:7])=[C:4]([O:11][C:12]2[CH:19]=[CH:18][C:15]([CH:16]=[O:17])=[C:14]([O:20][CH3:21])[CH:13]=2)[CH:3]=1. The catalyst class is: 3. (3) Reactant: [CH3:1][O:2][C:3]1[CH:8]=[CH:7][C:6]([C:9]2[O:13][C:12]([C:14]3[CH:15]=[C:16]([CH:20]=[CH:21][CH:22]=3)[C:17](O)=[O:18])=[N:11][CH:10]=2)=[CH:5][CH:4]=1.CCN=C=NCCCN(C)C.Cl.C1C=CC2N(O)N=NC=2C=1.[C:45]([O:49][C:50]([NH:52][NH2:53])=[O:51])([CH3:48])([CH3:47])[CH3:46]. The catalyst class is: 35. Product: [C:45]([O:49][C:50]([NH:52][NH:53][C:17](=[O:18])[C:16]1[CH:20]=[CH:21][CH:22]=[C:14]([C:12]2[O:13][C:9]([C:6]3[CH:5]=[CH:4][C:3]([O:2][CH3:1])=[CH:8][CH:7]=3)=[CH:10][N:11]=2)[CH:15]=1)=[O:51])([CH3:48])([CH3:47])[CH3:46]. (4) Reactant: C([O:4][CH2:5][C:6]1[C:7]([N:38]2[CH2:51][CH2:50][N:41]3[C:42]4[CH2:43][CH2:44][CH2:45][CH2:46][C:47]=4[C:48]([F:49])=[C:40]3[C:39]2=[O:52])=[N:8][CH:9]=[CH:10][C:11]=1[C:12]1[CH:17]=[C:16]([NH:18][C:19]2[CH:24]=[CH:23][C:22]([N:25]3[CH2:30][CH2:29][N:28]([CH:31]4[CH2:34][O:33][CH2:32]4)[CH2:27][C@@H:26]3[CH3:35])=[CH:21][N:20]=2)[C:15](=[O:36])[N:14]([CH3:37])[N:13]=1)(=O)C.[OH-].[Li+]. Product: [F:49][C:48]1[C:47]2[CH2:46][CH2:45][CH2:44][CH2:43][C:42]=2[N:41]2[CH2:50][CH2:51][N:38]([C:7]3[C:6]([CH2:5][OH:4])=[C:11]([C:12]4[CH:17]=[C:16]([NH:18][C:19]5[CH:24]=[CH:23][C:22]([N:25]6[CH2:30][CH2:29][N:28]([CH:31]7[CH2:34][O:33][CH2:32]7)[CH2:27][C@@H:26]6[CH3:35])=[CH:21][N:20]=5)[C:15](=[O:36])[N:14]([CH3:37])[N:13]=4)[CH:10]=[CH:9][N:8]=3)[C:39](=[O:52])[C:40]=12. The catalyst class is: 854. (5) Reactant: [F:1][C:2]1[C:7]([C:8]([OH:10])=O)=[CH:6][CH:5]=[CH:4][N:3]=1.C1C=CC2N(O)N=NC=2C=1.CCN(CC)CC.[F:28][C:29]1[C:34]([F:35])=[CH:33][CH:32]=[CH:31][C:30]=1[NH:36][C:37]1[CH:42]=[CH:41][N:40]=[CH:39][C:38]=1[NH2:43].C(Cl)CCl. Product: [F:28][C:29]1[C:34]([F:35])=[CH:33][CH:32]=[CH:31][C:30]=1[NH:36][C:37]1[CH:42]=[CH:41][N:40]=[CH:39][C:38]=1[NH:43][C:8]([C:7]1[C:2]([F:1])=[N:3][CH:4]=[CH:5][CH:6]=1)=[O:10]. The catalyst class is: 18. (6) Product: [CH3:37][C:32]1[N:31]=[C:30]([N:20]2[CH2:19][CH:18]3[CH:22]([CH2:23][N:16]([C:14]([C:9]4[N:10]=[C:11]([CH3:13])[S:12][C:8]=4[C:5]4[CH:4]=[CH:3][C:2]([F:1])=[CH:7][CH:6]=4)=[O:15])[CH2:17]3)[CH2:21]2)[CH:35]=[C:34]([CH3:36])[N:33]=1. The catalyst class is: 69. Reactant: [F:1][C:2]1[CH:7]=[CH:6][C:5]([C:8]2[S:12][C:11]([CH3:13])=[N:10][C:9]=2[C:14]([N:16]2[CH2:23][CH:22]3[CH:18]([CH2:19][NH:20][CH2:21]3)[CH2:17]2)=[O:15])=[CH:4][CH:3]=1.CN(C=O)C.Cl[C:30]1[CH:35]=[C:34]([CH3:36])[N:33]=[C:32]([CH3:37])[N:31]=1.C(=O)([O-])[O-].[Cs+].[Cs+]. (7) Reactant: FC(F)(F)[C:3](=[O:16])[CH2:4][C:5]([C:8]1[CH:13]=[C:12]([F:14])[CH:11]=[CH:10][C:9]=1[CH3:15])([CH3:7])[CH3:6].[OH-:19].[Na+]. Product: [F:14][C:12]1[CH:11]=[CH:10][C:9]([CH3:15])=[C:8]([C:5]([CH3:6])([CH3:7])[CH2:4][C:3]([OH:16])=[O:19])[CH:13]=1. The catalyst class is: 97. (8) Reactant: [C:1]1([CH2:7][CH2:8][CH2:9][CH:10]([NH:20][C:21]([CH:23]2[CH2:28][CH2:27][CH2:26][NH:25][CH2:24]2)=[O:22])[CH2:11][CH2:12][CH2:13][C:14]2[CH:19]=[CH:18][CH:17]=[CH:16][CH:15]=2)[CH:6]=[CH:5][CH:4]=[CH:3][CH:2]=1.[O:29]1[CH2:31][CH:30]1[CH2:32][O:33][C:34]([C:36]1[CH:37]=[C:38]2[C:43](=[CH:44][CH:45]=1)[N:42]=[CH:41][CH:40]=[CH:39]2)=[O:35]. Product: [OH:29][CH:30]([CH2:31][N:25]1[CH2:26][CH2:27][CH2:28][CH:23]([C:21](=[O:22])[NH:20][CH:10]([CH2:11][CH2:12][CH2:13][C:14]2[CH:19]=[CH:18][CH:17]=[CH:16][CH:15]=2)[CH2:9][CH2:8][CH2:7][C:1]2[CH:2]=[CH:3][CH:4]=[CH:5][CH:6]=2)[CH2:24]1)[CH2:32][O:33][C:34]([C:36]1[CH:37]=[C:38]2[C:43](=[CH:44][CH:45]=1)[N:42]=[CH:41][CH:40]=[CH:39]2)=[O:35]. The catalyst class is: 32. (9) Product: [CH2:1]([N:3]1[C:8](=[O:9])[C:7]2[C:10]([CH3:18])=[C:11]([C:13]([OH:15])=[O:14])[S:12][C:6]=2[NH:5][C:4]1=[O:19])[CH3:2]. Reactant: [CH2:1]([N:3]1[C:8](=[O:9])[C:7]2[C:10]([CH3:18])=[C:11]([C:13]([O:15]CC)=[O:14])[S:12][C:6]=2[NH:5][C:4]1=[O:19])[CH3:2].[OH-].[K+]. The catalyst class is: 8.